Dataset: Reaction yield outcomes from USPTO patents with 853,638 reactions. Task: Predict the reaction yield, written as a fraction of the theoretical maximum amount of product (1.0 means a 100% yield; for example, 0.34 means a 34% yield). (1) The reactants are [CH:1]1([S:4]([N:7]2[CH:11]=[C:10](B3OC(C)(C)C(C)(C)O3)[CH:9]=[N:8]2)(=[O:6])=[O:5])[CH2:3][CH2:2]1.Cl[C:22]1[N:27]=[C:26]([NH2:28])[CH:25]=[CH:24][N:23]=1.C(=O)([O-])[O-].[Cs+].[Cs+]. The catalyst is O1CCOCC1.O.CC(P(C(C)(C)C)C1C=CC(N(C)C)=CC=1)(C)C.CC(P(C(C)(C)C)C1C=CC(N(C)C)=CC=1)(C)C.Cl[Pd]Cl. The product is [CH:1]1([S:4]([N:7]2[CH:11]=[C:10]([C:22]3[N:27]=[C:26]([NH2:28])[CH:25]=[CH:24][N:23]=3)[CH:9]=[N:8]2)(=[O:5])=[O:6])[CH2:2][CH2:3]1. The yield is 0.670. (2) The reactants are Br[CH2:2][C:3]1[CH:8]=[CH:7][CH:6]=[C:5]([CH2:9][Br:10])[N:4]=1.[CH:11]([O:14][CH2:15][CH2:16][OH:17])([CH3:13])[CH3:12]. No catalyst specified. The product is [Br:10][CH2:9][C:5]1[CH:6]=[CH:7][CH:8]=[C:3]([CH2:2][O:17][CH2:16][CH2:15][O:14][CH:11]([CH3:13])[CH3:12])[N:4]=1. The yield is 0.280. (3) The reactants are Cl[C:2]1[CH:7]=[C:6]([CH3:8])[N:5]=[C:4]([S:9][CH3:10])[N:3]=1.Cl.[O:12]1[CH2:16][CH2:15][CH:14]([NH2:17])[CH2:13]1.C(N(CC)CC)C.O. The catalyst is C(OCC)(=O)C.CCCCCC. The product is [CH3:8][C:6]1[N:5]=[C:4]([S:9][CH3:10])[N:3]=[C:2]([NH:17][CH:14]2[CH2:15][CH2:16][O:12][CH2:13]2)[CH:7]=1. The yield is 0.980.